Dataset: Catalyst prediction with 721,799 reactions and 888 catalyst types from USPTO. Task: Predict which catalyst facilitates the given reaction. (1) Reactant: C(N(CC)CC)C.[CH3:8][O:9][C:10](=[O:44])[CH2:11][C:12]1[CH:13]=[N:14][CH:15]=[C:16]([C:18]2[CH:23]=[CH:22][C:21]([C:24]([CH2:42][CH3:43])([C:27]3[CH:32]=[CH:31][C:30](OS(C(F)(F)F)(=O)=O)=[C:29]([CH3:41])[CH:28]=3)[CH2:25][CH3:26])=[CH:20][CH:19]=2)[CH:17]=1.[C:45]([C:47]1([OH:53])[CH2:52][CH2:51][CH2:50][CH2:49][CH2:48]1)#[CH:46]. Product: [CH3:8][O:9][C:10](=[O:44])[CH2:11][C:12]1[CH:13]=[N:14][CH:15]=[C:16]([C:18]2[CH:19]=[CH:20][C:21]([C:24]([CH2:42][CH3:43])([C:27]3[CH:32]=[CH:31][C:30]([C:46]#[C:45][C:47]4([OH:53])[CH2:52][CH2:51][CH2:50][CH2:49][CH2:48]4)=[C:29]([CH3:41])[CH:28]=3)[CH2:25][CH3:26])=[CH:22][CH:23]=2)[CH:17]=1. The catalyst class is: 767. (2) Product: [C:1]([O:5][C:6]([N:8]1[CH2:13][CH2:12][CH:11]([O:14][C:15]2[CH:20]=[C:19]([NH2:21])[CH:18]=[CH:17][N:16]=2)[CH2:10][CH2:9]1)=[O:7])([CH3:4])([CH3:2])[CH3:3]. The catalyst class is: 99. Reactant: [C:1]([O:5][C:6]([N:8]1[CH2:13][CH2:12][CH:11]([O:14][C:15]2[CH:20]=[C:19]([N+:21]([O-])=O)[CH:18]=[CH:17][N:16]=2)[CH2:10][CH2:9]1)=[O:7])([CH3:4])([CH3:3])[CH3:2].[H][H]. (3) Reactant: [CH2:1]([N:8]1[CH2:13][CH2:12][C:11]([C:15]2[CH:20]=[CH:19][CH:18]=[CH:17][C:16]=2[CH2:21][OH:22])(O)[CH2:10][CH2:9]1)[C:2]1[CH:7]=[CH:6][CH:5]=[CH:4][CH:3]=1.C(N(CC)CC)C.CS(Cl)(=O)=O.O. Product: [CH2:1]([N:8]1[CH2:13][CH2:12][C:11]2([C:15]3[CH:20]=[CH:19][CH:18]=[CH:17][C:16]=3[CH2:21][O:22]2)[CH2:10][CH2:9]1)[C:2]1[CH:3]=[CH:4][CH:5]=[CH:6][CH:7]=1. The catalyst class is: 49. (4) Reactant: C[O:2][C:3]1[C:8]([CH:9]2[CH2:14][CH2:13][N:12]([CH:15]3[CH2:21][CH2:20][CH2:19][N:18]([C:22]([O:24][CH2:25][CH3:26])=[O:23])[CH2:17][CH2:16]3)[CH2:11][CH2:10]2)=[CH:7][CH:6]=[CH:5][N:4]=1.Cl. Product: [OH:2][C:3]1[C:8]([CH:9]2[CH2:10][CH2:11][N:12]([CH:15]3[CH2:21][CH2:20][CH2:19][N:18]([C:22]([O:24][CH2:25][CH3:26])=[O:23])[CH2:17][CH2:16]3)[CH2:13][CH2:14]2)=[CH:7][CH:6]=[CH:5][N:4]=1. The catalyst class is: 12. (5) Reactant: C(OC([N:8]1[CH2:13][CH:12]=[C:11]([C:14]2[C:22]3[C:17](=[CH:18][CH:19]=[C:20]([NH:23][C:24]4[N:29]=[C:28]([NH:30][CH2:31][C:32]5[CH:37]=[CH:36][C:35]([C:38]([F:41])([F:40])[F:39])=[CH:34][CH:33]=5)[C:27]([Br:42])=[CH:26][N:25]=4)[CH:21]=3)[NH:16][CH:15]=2)[CH2:10][CH2:9]1)=O)(C)(C)C.[F:43][C:44]([F:49])([F:48])[C:45]([OH:47])=[O:46]. Product: [F:43][C:44]([F:49])([F:48])[C:45]([OH:47])=[O:46].[Br:42][C:27]1[C:28]([NH:30][CH2:31][C:32]2[CH:37]=[CH:36][C:35]([C:38]([F:41])([F:39])[F:40])=[CH:34][CH:33]=2)=[N:29][C:24]([NH:23][C:20]2[CH:21]=[C:22]3[C:17](=[CH:18][CH:19]=2)[NH:16][CH:15]=[C:14]3[C:11]2[CH2:12][CH2:13][NH:8][CH2:9][CH:10]=2)=[N:25][CH:26]=1. The catalyst class is: 4. (6) Reactant: [CH3:1][O:2][C:3]([C:5]1([CH:12]=O)[CH2:11][CH2:10][CH2:9][CH2:8][CH2:7][CH2:6]1)=[O:4].C([O-])(=O)C.[Na+].Cl.[CH2:20]([O:27][NH2:28])[C:21]1[CH:26]=[CH:25][CH:24]=[CH:23][CH:22]=1. The catalyst class is: 5. Product: [CH3:1][O:2][C:3]([C:5]1([CH:12]=[N:28][O:27][CH2:20][C:21]2[CH:26]=[CH:25][CH:24]=[CH:23][CH:22]=2)[CH2:6][CH2:7][CH2:8][CH2:9][CH2:10][CH2:11]1)=[O:4]. (7) Reactant: C(OC([N:11]1[CH2:15][CH2:14][CH2:13][C@H:12]1[C:16]1[NH:20][C:19]2[C:21]3[C:26]([CH:27]=[CH:28][C:18]=2[N:17]=1)=[CH:25][C:24]1[C:29]2[C:34]([CH2:35][O:36][C:23]=1[CH:22]=3)=[CH:33][C:32]([C:37]1[NH:41][C:40]([C@@H:42]3[CH2:46][C@H:45]([CH2:47][O:48][CH3:49])[CH2:44][N:43]3[C:50]([O:52][C:53]([CH3:56])([CH3:55])[CH3:54])=[O:51])=[N:39][CH:38]=1)=[CH:31][CH:30]=2)=O)C1C=CC=CC=1.C([O-])(O)=O.[Na+]. Product: [CH3:49][O:48][CH2:47][C@@H:45]1[CH2:44][N:43]([C:50]([O:52][C:53]([CH3:56])([CH3:54])[CH3:55])=[O:51])[C@H:42]([C:40]2[NH:41][C:37]([C:32]3[CH:33]=[C:34]4[CH2:35][O:36][C:23]5[CH:22]=[C:21]6[C:26]([CH:27]=[CH:28][C:18]7[N:17]=[C:16]([C@@H:12]8[CH2:13][CH2:14][CH2:15][NH:11]8)[NH:20][C:19]=76)=[CH:25][C:24]=5[C:29]4=[CH:30][CH:31]=3)=[CH:38][N:39]=2)[CH2:46]1. The catalyst class is: 29. (8) Reactant: Br[Mg][CH:3]1[CH2:7][CH2:6][CH2:5][CH2:4]1.[C:8]([O:12][C:13]([N:15]1[CH2:20][CH2:19][C:18](=[C:21]([C:27]#[N:28])[C:22]([O:24][CH2:25][CH3:26])=[O:23])[CH2:17][CH2:16]1)=[O:14])([CH3:11])([CH3:10])[CH3:9]. Product: [C:8]([O:12][C:13]([N:15]1[CH2:20][CH2:19][C:18]([CH:21]([C:27]#[N:28])[C:22]([O:24][CH2:25][CH3:26])=[O:23])([CH:3]2[CH2:7][CH2:6][CH2:5][CH2:4]2)[CH2:17][CH2:16]1)=[O:14])([CH3:9])([CH3:10])[CH3:11]. The catalyst class is: 356.